This data is from Reaction yield outcomes from USPTO patents with 853,638 reactions. The task is: Predict the reaction yield, written as a fraction of the theoretical maximum amount of product (1.0 means a 100% yield; for example, 0.34 means a 34% yield). (1) The reactants are [C:1]([C:3]1[C:8]([C:9](OC)=[O:10])=[C:7]([NH:13][C:14]2[CH:15]=[C:16]([CH3:20])[CH:17]=[CH:18][CH:19]=2)[N:6]=[C:5]([NH:21][CH:22]2[CH2:27][CH2:26][CH2:25][CH2:24][CH2:23]2)[N:4]=1)#[N:2].C([O-])(O)=O.[Na+]. The catalyst is [Pd].CO.Cl. The product is [CH:22]1([NH:21][C:5]2[N:6]=[C:7]([NH:13][C:14]3[CH:15]=[C:16]([CH3:20])[CH:17]=[CH:18][CH:19]=3)[C:8]3[C:9](=[O:10])[NH:2][CH2:1][C:3]=3[N:4]=2)[CH2:23][CH2:24][CH2:25][CH2:26][CH2:27]1. The yield is 0.690. (2) The reactants are [CH3:1][C:2]([CH3:31])([O:4][C:5](=[O:30])[NH:6][CH2:7][CH2:8][O:9][CH2:10][CH2:11][O:12][CH2:13][CH2:14][CH2:15][N:16]([CH2:27][CH2:28][CH3:29])C(=O)OCC1C=CC=CC=1)[CH3:3]. The catalyst is CO.[Pd]. The product is [CH2:27]([NH:16][CH2:15][CH2:14][CH2:13][O:12][CH2:11][CH2:10][O:9][CH2:8][CH2:7][NH:6][C:5](=[O:30])[O:4][C:2]([CH3:31])([CH3:3])[CH3:1])[CH2:28][CH3:29]. The yield is 0.840. (3) The reactants are [OH:1][C@@H:2]1[CH2:5][C@H:4]([N:6]2[C:11](=[O:12])[C:10]([CH2:13][C:14]3[CH:19]=[CH:18][C:17]([C:20]4[C:21]([C:26]#[N:27])=[CH:22][CH:23]=[CH:24][CH:25]=4)=[CH:16][CH:15]=3)=[C:9]([CH2:28][CH2:29][CH3:30])[N:8]3[N:31]=[CH:32][N:33]=[C:7]23)[CH2:3]1.FC(F)(F)S(O[Si](C(C)(C)C)(C)C)(=O)=O.[N:49]1C(C)=CC=CC=1C.[Cl-].O[NH3+].[C:60](=[O:63])([O-])[OH:61].[Na+]. The catalyst is C(OCC)(=O)C.CS(C)=O.O1CCCC1. The product is [OH:1][C@@H:2]1[CH2:5][C@H:4]([N:6]2[C:11](=[O:12])[C:10]([CH2:13][C:14]3[CH:15]=[CH:16][C:17]([C:20]4[CH:25]=[CH:24][CH:23]=[CH:22][C:21]=4[C:26]4[NH:49][C:60](=[O:63])[O:61][N:27]=4)=[CH:18][CH:19]=3)=[C:9]([CH2:28][CH2:29][CH3:30])[N:8]3[N:31]=[CH:32][N:33]=[C:7]23)[CH2:3]1. The yield is 0.580. (4) The reactants are Cl[C:2]1[CH:10]=[CH:9][C:5]([C:6]([OH:8])=[O:7])=[CH:4][N:3]=1.[OH-].[K+].[F:13][C:14]([F:19])([F:18])[CH:15]([OH:17])[CH3:16].Cl. The catalyst is CS(C)=O. The product is [F:13][C:14]([F:19])([F:18])[CH:15]([O:17][C:2]1[N:3]=[CH:4][C:5]([C:6]([OH:8])=[O:7])=[CH:9][CH:10]=1)[CH3:16]. The yield is 0.710. (5) The reactants are [OH-].[K+].[CH:3]1([C:6]2[O:10][N:9]=[C:8]([C:11]3[C:16]([Cl:17])=[CH:15][CH:14]=[CH:13][C:12]=3[Cl:18])[C:7]=2[CH2:19][O:20][CH:21]2[CH2:27][CH2:26][CH2:25][N:24]([C:28]3[CH:40]=[CH:39][C:31]4[C:32]([C:35]([O:37]C)=[O:36])=[N:33][S:34][C:30]=4[CH:29]=3)[CH2:23][CH2:22]2)[CH2:5][CH2:4]1. The catalyst is C(O)C.O1CCCC1. The product is [CH:3]1([C:6]2[O:10][N:9]=[C:8]([C:11]3[C:16]([Cl:17])=[CH:15][CH:14]=[CH:13][C:12]=3[Cl:18])[C:7]=2[CH2:19][O:20][CH:21]2[CH2:27][CH2:26][CH2:25][N:24]([C:28]3[CH:40]=[CH:39][C:31]4[C:32]([C:35]([OH:37])=[O:36])=[N:33][S:34][C:30]=4[CH:29]=3)[CH2:23][CH2:22]2)[CH2:5][CH2:4]1. The yield is 0.510. (6) The reactants are [C:1]1([CH2:7][C:8]([NH2:10])=[O:9])[CH:6]=[CH:5][CH:4]=[CH:3][CH:2]=1.O[P+](O[P+](O)=O)=O.C=O.[C:20](=O)([O-])[O-].[K+].[K+]. No catalyst specified. The product is [CH2:20]1[C:6]2[C:1](=[CH:2][CH:3]=[CH:4][CH:5]=2)[CH2:7][C:8](=[O:9])[NH:10]1. The yield is 0.210. (7) The reactants are [C:1]1([CH2:7][C:8]([O:10][CH2:11][CH3:12])=[O:9])[CH:6]=[CH:5][CH:4]=[CH:3][CH:2]=1.[Li+].[CH3:14]C([N-]C(C)C)C.CI.CN1C(=O)N(C)CCC1. The catalyst is C1COCC1.O. The product is [CH2:11]([O:10][C:8](=[O:9])[CH:7]([C:1]1[CH:6]=[CH:5][CH:4]=[CH:3][CH:2]=1)[CH3:14])[CH3:12]. The yield is 0.720.